The task is: Predict the reactants needed to synthesize the given product.. This data is from Full USPTO retrosynthesis dataset with 1.9M reactions from patents (1976-2016). (1) Given the product [ClH:37].[F:11][C:9]([F:10])([F:12])[C:7]1[CH:6]=[C:5]([C@H:13]([O:15][C@H:16]2[CH2:21][CH2:20][NH:19][CH2:18][C@H:17]2[C:29]2[CH:34]=[CH:33][CH:32]=[CH:31][CH:30]=2)[CH3:14])[CH:4]=[C:3]([C:2]([F:36])([F:1])[F:35])[CH:8]=1, predict the reactants needed to synthesize it. The reactants are: [F:1][C:2]([F:36])([F:35])[C:3]1[CH:4]=[C:5]([C@H:13]([O:15][C@H:16]2[CH2:21][CH2:20][N:19](C(OC(C)(C)C)=O)[CH2:18][C@H:17]2[C:29]2[CH:34]=[CH:33][CH:32]=[CH:31][CH:30]=2)[CH3:14])[CH:6]=[C:7]([C:9]([F:12])([F:11])[F:10])[CH:8]=1.[ClH:37].C(OCC)(=O)C. (2) Given the product [F:1][C:2]1[CH:7]=[CH:6][C:5]([N:29]2[CH:33]=[CH:32][CH:31]=[N:30]2)=[CH:4][C:3]=1[N:9]1[CH:14]=[C:13]([O:15][CH3:16])[C:12](=[O:17])[C:11]([C:18]2[N:22]([C:23]3[CH:28]=[CH:27][CH:26]=[CH:25][CH:24]=3)[N:21]=[CH:20][CH:19]=2)=[N:10]1, predict the reactants needed to synthesize it. The reactants are: [F:1][C:2]1[CH:7]=[CH:6][C:5](I)=[CH:4][C:3]=1[N:9]1[CH:14]=[C:13]([O:15][CH3:16])[C:12](=[O:17])[C:11]([C:18]2[N:22]([C:23]3[CH:28]=[CH:27][CH:26]=[CH:25][CH:24]=3)[N:21]=[CH:20][CH:19]=2)=[N:10]1.[NH:29]1[CH:33]=[CH:32][CH:31]=[N:30]1.OC1C=CC=CC=1C=NO.C([O-])([O-])=O.[Cs+].[Cs+].